From a dataset of Forward reaction prediction with 1.9M reactions from USPTO patents (1976-2016). Predict the product of the given reaction. (1) Given the reactants [Cl:1][C:2]1[CH:3]=[C:4]([S:10]([NH:13][C@@H:14]2[CH2:18][CH2:17][N:16]([CH3:19])[C:15]2=[O:20])(=[O:12])=[O:11])[CH:5]=[N:6][C:7]=1[NH:8][NH2:9].[F:21][C:22]1[C:27]2[CH2:28][CH2:29][C:30]3[CH:35]=[CH:34][N:33]=[CH:32][C:31]=3[CH:36]([N:37]=[C:38]=[S:39])[C:26]=2[CH:25]=[CH:24][CH:23]=1, predict the reaction product. The product is: [Cl:1][C:2]1[C:7]([NH:8][NH:9][C:38](=[S:39])[NH:37][CH:36]2[C:31]3[CH:32]=[N:33][CH:34]=[CH:35][C:30]=3[CH2:29][CH2:28][C:27]3[C:22]([F:21])=[CH:23][CH:24]=[CH:25][C:26]2=3)=[N:6][CH:5]=[C:4]([S:10]([NH:13][C@@H:14]2[CH2:18][CH2:17][N:16]([CH3:19])[C:15]2=[O:20])(=[O:12])=[O:11])[CH:3]=1. (2) Given the reactants CN([CH:4]=[O:5])C.O=P(Cl)(Cl)[Cl:8].O=[C:12]1[CH2:17][CH2:16][N:15]([C:18]([O:20][CH2:21][CH3:22])=[O:19])[CH2:14][CH2:13]1, predict the reaction product. The product is: [Cl:8][C:12]1[CH2:17][CH2:16][N:15]([C:18]([O:20][CH2:21][CH3:22])=[O:19])[CH2:14][C:13]=1[CH:4]=[O:5]. (3) Given the reactants [NH:1]1[C:9]2[C:4](=[CH:5][CH:6]=[CH:7][CH:8]=2)[CH:3]([NH:10][C:11]([C:13]2[S:14][C:15]([Cl:18])=[CH:16][CH:17]=2)=[O:12])[CH2:2]1.[H-].[Na+].Br[CH2:22][C:23]([NH:25][C:26]1[CH:31]=[CH:30][C:29]([N:32]2[CH:37]=[CH:36][CH:35]=[CH:34][C:33]2=[O:38])=[CH:28][C:27]=1[F:39])=[O:24], predict the reaction product. The product is: [F:39][C:27]1[CH:28]=[C:29]([N:32]2[CH:37]=[CH:36][CH:35]=[CH:34][C:33]2=[O:38])[CH:30]=[CH:31][C:26]=1[NH:25][C:23]([CH2:22][N:1]1[C:9]2[C:4](=[CH:5][CH:6]=[CH:7][CH:8]=2)[CH:3]([NH:10][C:11]([C:13]2[S:14][C:15]([Cl:18])=[CH:16][CH:17]=2)=[O:12])[CH2:2]1)=[O:24]. (4) Given the reactants O[Li].O.O.C([O:9][C:10]([C:12]1([CH2:17][CH2:18][CH2:19][CH2:20][CH2:21][C:22](=[O:40])[CH2:23][CH2:24][CH2:25][CH2:26][CH2:27][C:28]2([C:33]([O:35]CCCC)=[O:34])[CH2:32][CH2:31][CH2:30][CH2:29]2)[CH2:16][CH2:15][CH2:14][CH2:13]1)=[O:11])CCC, predict the reaction product. The product is: [C:33]([C:28]1([CH2:27][CH2:26][CH2:25][CH2:24][CH2:23][C:22](=[O:40])[CH2:21][CH2:20][CH2:19][CH2:18][CH2:17][C:12]2([C:10]([OH:11])=[O:9])[CH2:16][CH2:15][CH2:14][CH2:13]2)[CH2:29][CH2:30][CH2:31][CH2:32]1)([OH:35])=[O:34]. (5) The product is: [CH3-:1].[CH3:1][C:2]1[C:7]([CH3:8])=[CH:6][C:5]2[N:9]([C@H:12]3[O:16][C@H:15]([CH2:17][OH:18])[C@@H:14]([O:19][P:20]([O:23][CH:24]([CH2:26][NH:27][C:28]([CH2:30][CH2:31][C@@:32]4([CH3:89])[C:48]5=[N:49][C@@H:34]([C@:35]6([CH3:84])[N-:73][C:38](=[C:39]([CH3:72])[C:40]7[C@:61]([CH2:63][C:64]([NH2:66])=[O:65])([CH3:62])[C@H:60]([CH2:67][CH2:68][C:69]([NH2:71])=[O:70])[C:42](=[CH:43][C:44]8[C:52]([CH3:54])([CH3:53])[C@H:51]([CH2:55][CH2:56][C:57]([NH2:59])=[O:58])[C:46](=[C:47]5[CH3:50])[N:45]=8)[N:41]=7)[C@@H:37]([CH2:74][CH2:75][C:76]([NH2:78])=[O:77])[C@@:36]6([CH2:80][C:81]([NH2:83])=[O:82])[CH3:79])[C@@H:33]4[CH2:85][C:86]([NH2:88])=[O:87])=[O:29])[CH3:25])([O-:22])=[O:21])[C@H:13]3[OH:90])[CH:10]=[N:11][C:4]=2[CH:3]=1.[Co+3:93]. Given the reactants [CH3:1][C:2]1[C:7]([CH3:8])=[CH:6][C:5]2[N:9]([C@H:12]3[O:16][C@H:15]([CH2:17][OH:18])[C@@H:14]([O:19][P:20]([O:23][C@@H:24]([CH2:26][NH:27][C:28]([CH2:30][CH2:31][C@@:32]4([CH3:89])[C:48]5=[N:49][C@@H:34]([C@:35]6([CH3:84])[N-:73][C:38](=[C:39]([CH3:72])[C:40]7[C@:61]([CH2:63][C:64]([NH2:66])=[O:65])([CH3:62])[C@H:60]([CH2:67][CH2:68][C:69]([NH2:71])=[O:70])[C:42](=[CH:43][C:44]8[C:52]([CH3:54])([CH3:53])[C@H:51]([CH2:55][CH2:56][C:57]([NH2:59])=[O:58])[C:46](=[C:47]5[CH3:50])[N:45]=8)[N:41]=7)[C@@H:37]([CH2:74][CH2:75][C:76]([NH2:78])=[O:77])[C@@:36]6([CH2:80][C:81]([NH2:83])=[O:82])[CH3:79])[C@@H:33]4[CH2:85][C:86]([NH2:88])=[O:87])=[O:29])[CH3:25])([O-:22])=[O:21])[C@H:13]3[OH:90])[CH:10]=[N:11][C:4]=2[CH:3]=1.[C-]#N.[Co+3:93].[I-].C[S+](C)(C)=O.[BH4-].[Na+].[OH-].[Na+].Cl, predict the reaction product. (6) Given the reactants [CH3:1][O:2][C:3](=[O:25])[CH2:4][C:5]1[CH:6]=[C:7]([C:13]2[CH:18]=[CH:17][C:16]([C:19]([F:22])([F:21])[F:20])=[CH:15][C:14]=2[CH:23]=O)[C:8]([O:11][CH3:12])=[CH:9][CH:10]=1.[CH2:26]([CH2:28][NH2:29])[OH:27], predict the reaction product. The product is: [CH3:1][O:2][C:3](=[O:25])[CH2:4][C:5]1[CH:6]=[C:7]([C:13]2[CH:18]=[CH:17][C:16]([C:19]([F:21])([F:22])[F:20])=[CH:15][C:14]=2[CH2:23][NH:29][CH2:28][CH2:26][OH:27])[C:8]([O:11][CH3:12])=[CH:9][CH:10]=1. (7) Given the reactants [CH3:1][O:2][C:3]1[CH:4]=[C:5]([CH2:10][C@H:11]2[C:15](=[O:16])[O:14][CH2:13][C@@H:12]2[C@H:17](O)[C:18]2[CH:19]=[CH:20][C:21]([OH:26])=[C:22]([O:24][CH3:25])[CH:23]=2)[CH:6]=[CH:7][C:8]=1[OH:9].C([O-])=O.[NH4+], predict the reaction product. The product is: [CH3:25][O:24][C:22]1[CH:23]=[C:18]([CH2:17][C@@H:12]2[C@@H:11]([CH2:10][C:5]3[CH:6]=[CH:7][C:8]([OH:9])=[C:3]([O:2][CH3:1])[CH:4]=3)[C:15](=[O:16])[O:14][CH2:13]2)[CH:19]=[CH:20][C:21]=1[OH:26]. (8) Given the reactants [NH2:1][C:2]1[CH:10]=[C:9]([O:11][CH3:12])[C:8]([Br:13])=[CH:7][C:3]=1[C:4](O)=[O:5].C(O)(=O)C.[CH:18](=N)[NH2:19], predict the reaction product. The product is: [Br:13][C:8]1[CH:7]=[C:3]2[C:2](=[CH:10][C:9]=1[O:11][CH3:12])[NH:1][CH:18]=[N:19][C:4]2=[O:5].